From a dataset of Forward reaction prediction with 1.9M reactions from USPTO patents (1976-2016). Predict the product of the given reaction. (1) Given the reactants FC(F)(F)C([O-])=[O:4].FC1C=CC(C2C(C[P+](CCCC)(CCCC)CCCC)=C(C(C)C)N=C(N(C)S(C)(=O)=O)N=2)=CC=1.[Si:44]([O:51][C@H:52]1[CH2:57][C:56](=[O:58])[O:55][C@H:54]([CH:59]=[O:60])[CH2:53]1)([C:47]([CH3:50])([CH3:49])[CH3:48])([CH3:46])[CH3:45].O, predict the reaction product. The product is: [Si:44]([O:51][C@@H:52]1[CH2:53][C@@H:54]([CH:59]([OH:4])[OH:60])[O:55][C:56](=[O:58])[CH2:57]1)([C:47]([CH3:50])([CH3:49])[CH3:48])([CH3:46])[CH3:45]. (2) Given the reactants [F:1][C:2]([F:7])([F:6])[C:3]([OH:5])=[O:4].C(OC(=O)[NH:14][CH:15]([C:26]([N:28]1[CH2:31][C:30]([O:39][CH2:40][CH2:41][CH2:42][CH3:43])([C:32]2[CH:37]=[CH:36][CH:35]=[CH:34][C:33]=2[CH3:38])[CH2:29]1)=[O:27])[CH:16]([OH:25])[C:17]1[CH:22]=[CH:21][C:20]([O:23][CH3:24])=[CH:19][CH:18]=1)(C)(C)C, predict the reaction product. The product is: [F:1][C:2]([F:7])([F:6])[C:3]([OH:5])=[O:4].[NH2:14][CH:15]([CH:16]([OH:25])[C:17]1[CH:18]=[CH:19][C:20]([O:23][CH3:24])=[CH:21][CH:22]=1)[C:26]([N:28]1[CH2:31][C:30]([O:39][CH2:40][CH2:41][CH2:42][CH3:43])([C:32]2[CH:37]=[CH:36][CH:35]=[CH:34][C:33]=2[CH3:38])[CH2:29]1)=[O:27].